From a dataset of Retrosynthesis with 50K atom-mapped reactions and 10 reaction types from USPTO. Predict the reactants needed to synthesize the given product. (1) Given the product CS(=O)(=O)c1cccc(-c2ccccc2N)c1, predict the reactants needed to synthesize it. The reactants are: CS(=O)(=O)c1cccc(-c2ccccc2[N+](=O)[O-])c1. (2) Given the product N#Cc1ccc(Oc2ccc(Br)cc2)cc1, predict the reactants needed to synthesize it. The reactants are: N#Cc1ccc(F)cc1.Oc1ccc(Br)cc1. (3) Given the product CC(=O)N1CCC(C(=O)N2CCN(c3c(C(C)N)cc(Cl)c4cccnc34)CC2)CC1, predict the reactants needed to synthesize it. The reactants are: CC(=O)c1cc(Cl)c2cccnc2c1N1CCN(C(=O)C2CCN(C(C)=O)CC2)CC1.[BH3-]C#N. (4) Given the product COC(=O)c1cccc(/C=N/c2cccc(C(=O)OC(C)(C)C)c2)c1[N+](=O)[O-], predict the reactants needed to synthesize it. The reactants are: CC(C)(C)OC(=O)c1cccc(N)c1.COC(=O)c1cccc(C=O)c1[N+](=O)[O-]. (5) Given the product CCC(O)c1cc2c(=O)n(NS(C)(=O)=O)c(=O)[nH]c2cc1C(F)(F)F, predict the reactants needed to synthesize it. The reactants are: CCC(=O)c1cc2c(=O)n(NS(C)(=O)=O)c(=O)[nH]c2cc1C(F)(F)F. (6) Given the product COCCS(=O)(=O)NCc1nc(NCC(c2ccccc2)c2ccccc2)c2ncn([C@@H]3O[C@H](COC)[C@@H](O)[C@H]3O)c2n1, predict the reactants needed to synthesize it. The reactants are: COCCS(=O)(=O)Cl.COC[C@H]1O[C@@H](n2cnc3c(NCC(c4ccccc4)c4ccccc4)nc(CN)nc32)[C@H](O)[C@@H]1O.